This data is from Catalyst prediction with 721,799 reactions and 888 catalyst types from USPTO. The task is: Predict which catalyst facilitates the given reaction. Reactant: [F:1][C:2]1[CH:7]=[CH:6][CH:5]=[CH:4][C:3]=1[C:8]1[N:9]=[N:10][N:11]2[C:20]3[C:15](=[CH:16][CH:17]=[CH:18][CH:19]=3)[C:14](OS(C3C=CC(C)=CC=3)(=O)=O)=[N:13][C:12]=12.O.[NH:33]1[CH2:38][CH2:37][C:36](=[O:39])[CH2:35][CH2:34]1.C(N(CC)CC)C. Product: [F:1][C:2]1[CH:7]=[CH:6][CH:5]=[CH:4][C:3]=1[C:8]1[N:9]=[N:10][N:11]2[C:20]3[C:15](=[CH:16][CH:17]=[CH:18][CH:19]=3)[C:14]([N:33]3[CH2:38][CH2:37][C:36](=[O:39])[CH2:35][CH2:34]3)=[N:13][C:12]=12. The catalyst class is: 35.